From a dataset of Reaction yield outcomes from USPTO patents with 853,638 reactions. Predict the reaction yield, written as a fraction of the theoretical maximum amount of product (1.0 means a 100% yield; for example, 0.34 means a 34% yield). (1) The reactants are [OH:1][B:2]1[C:6]2[CH:7]=[C:8]([CH:11]=O)[CH:9]=[CH:10][C:5]=2[C:4]([CH3:14])([CH3:13])[O:3]1.[BH-](OC(C)=O)(OC(C)=O)OC(C)=O.[Na+].[CH3:29][NH2:30].O. The catalyst is C1COCC1.C(O)(=O)C. The product is [CH3:13][C:4]1([CH3:14])[O:3][B:2]([OH:1])[C:6]2[CH:7]=[C:8]([CH2:11][NH:30][CH3:29])[CH:9]=[CH:10][C:5]1=2. The yield is 0.750. (2) The reactants are C[O:2][C:3](=[O:18])[C:4]1[CH:9]=[CH:8][C:7]([CH2:10][CH:11]2[S:15][C:14](=[O:16])[NH:13][C:12]2=[O:17])=[CH:6][CH:5]=1.Cl. The catalyst is CC(O)=O.O. The product is [O:16]=[C:14]1[NH:13][C:12](=[O:17])[CH:11]([CH2:10][C:7]2[CH:8]=[CH:9][C:4]([C:3]([OH:18])=[O:2])=[CH:5][CH:6]=2)[S:15]1. The yield is 0.410. (3) The reactants are C[O:2][C:3]1[CH:4]=[C:5]2[C:10](=[CH:11][CH:12]=1)[N:9]=[C:8]([C:13]1[CH:22]=[CH:21][C:16]([C:17]([O:19]C)=[O:18])=[CH:15][CH:14]=1)[C:7]([CH3:23])=[CH:6]2.B(Br)(Br)Br.O. The catalyst is C(Cl)Cl. The product is [OH:2][C:3]1[CH:4]=[C:5]2[C:10](=[CH:11][CH:12]=1)[N:9]=[C:8]([C:13]1[CH:14]=[CH:15][C:16]([C:17]([OH:19])=[O:18])=[CH:21][CH:22]=1)[C:7]([CH3:23])=[CH:6]2. The yield is 0.280.